From a dataset of Reaction yield outcomes from USPTO patents with 853,638 reactions. Predict the reaction yield, written as a fraction of the theoretical maximum amount of product (1.0 means a 100% yield; for example, 0.34 means a 34% yield). (1) The reactants are [CH2:1]([O:8][C:9]1[CH:14]=[CH:13][CH:12]=[CH:11][C:10]=1[C:15]([C:18]1[CH:23]=[CH:22][CH:21]=[C:20]([C:24]2[CH:29]=[CH:28][CH:27]=[CH:26][CH:25]=2)[N:19]=1)(O)[CH3:16])[C:2]1[CH:7]=[CH:6][CH:5]=[CH:4][CH:3]=1.Br.C(O)(=O)C.O. The catalyst is ClCCl. The product is [CH2:1]([O:8][C:9]1[CH:14]=[CH:13][CH:12]=[CH:11][C:10]=1[C:15]([C:18]1[CH:23]=[CH:22][CH:21]=[C:20]([C:24]2[CH:29]=[CH:28][CH:27]=[CH:26][CH:25]=2)[N:19]=1)=[CH2:16])[C:2]1[CH:3]=[CH:4][CH:5]=[CH:6][CH:7]=1. The yield is 0.970. (2) The reactants are [H-].[Na+].[CH3:3][NH:4][C:5]1[N:9]([CH3:10])[C:8]([C:11]2[CH:12]=[N:13][CH:14]=[CH:15][CH:16]=2)=[N:7][N:6]=1.Cl[CH:18]([C:20]1[N:24]=[C:23]([C:25]2[CH:30]=[CH:29][CH:28]=[C:27]([Cl:31])[CH:26]=2)[O:22][N:21]=1)[CH3:19]. The catalyst is CN(C=O)C.[Cl-].[Na+].O. The product is [Cl:31][C:27]1[CH:26]=[C:25]([C:23]2[O:22][N:21]=[C:20]([CH:18]([N:4]([CH3:3])[C:5]3[N:9]([CH3:10])[C:8]([C:11]4[CH:12]=[N:13][CH:14]=[CH:15][CH:16]=4)=[N:7][N:6]=3)[CH3:19])[N:24]=2)[CH:30]=[CH:29][CH:28]=1. The yield is 0.430. (3) The reactants are [NH:1]1[CH2:6][CH2:5][CH2:4][CH2:3][CH:2]1[C:7]1[NH:8][C:9]2[C:14]([CH:15]=1)=[CH:13][C:12]([NH2:16])=[CH:11][CH:10]=2.[CH3:17][C:18]([O:21][C:22](O[C:22]([O:21][C:18]([CH3:20])([CH3:19])[CH3:17])=[O:23])=[O:23])([CH3:20])[CH3:19]. The catalyst is CCN(CC)CC.C1COCC1.O. The product is [NH2:16][C:12]1[CH:13]=[C:14]2[C:9](=[CH:10][CH:11]=1)[NH:8][C:7]([CH:2]1[CH2:3][CH2:4][CH2:5][CH2:6][N:1]1[C:22]([O:21][C:18]([CH3:20])([CH3:19])[CH3:17])=[O:23])=[CH:15]2. The yield is 0.0100. (4) The reactants are CN1CCCC1=O.[OH:8][C@H:9]1[C@H:13]([CH3:14])[CH2:12][N:11]([C:15]([O:17][C:18]([CH3:21])([CH3:20])[CH3:19])=[O:16])[CH2:10]1.[H-].[Na+].Cl[C:25]1[C:34]2[C:29](=[CH:30][CH:31]=[CH:32][CH:33]=2)[CH:28]=[C:27]([Cl:35])[N:26]=1. The catalyst is O. The product is [Cl:35][C:27]1[N:26]=[C:25]([O:8][C@H:9]2[C@H:13]([CH3:14])[CH2:12][N:11]([C:15]([O:17][C:18]([CH3:20])([CH3:19])[CH3:21])=[O:16])[CH2:10]2)[C:34]2[C:29]([CH:28]=1)=[CH:30][CH:31]=[CH:32][CH:33]=2. The yield is 0.582. (5) The reactants are [N+:1]([C:4]1[CH:5]=[C:6]([CH:30]=[CH:31][CH:32]=1)[CH2:7][NH:8][CH2:9][CH2:10][N:11]1[CH:20]([CH2:21][C:22]2[CH:27]=[CH:26][C:25]([F:28])=[CH:24][CH:23]=2)[CH2:19][C:18]2[C:13](=[CH:14][CH:15]=[C:16]([F:29])[CH:17]=2)[CH2:12]1)([O-:3])=[O:2].Br[CH2:34][C:35]([O:37][CH2:38][CH3:39])=[O:36].C(=O)([O-])[O-].[K+].[K+].O. The catalyst is C(#N)C. The product is [CH2:38]([O:37][C:35](=[O:36])[CH2:34][N:8]([CH2:7][C:6]1[CH:30]=[CH:31][CH:32]=[C:4]([N+:1]([O-:3])=[O:2])[CH:5]=1)[CH2:9][CH2:10][N:11]1[CH:20]([CH2:21][C:22]2[CH:27]=[CH:26][C:25]([F:28])=[CH:24][CH:23]=2)[CH2:19][C:18]2[C:13](=[CH:14][CH:15]=[C:16]([F:29])[CH:17]=2)[CH2:12]1)[CH3:39]. The yield is 0.760. (6) The reactants are Cl.[NH2:2]O.[CH2:4]([O:11][C:12]1[CH:17]=[C:16]([O:18][CH2:19][C:20]2[CH:25]=[CH:24][CH:23]=[CH:22][CH:21]=2)[C:15]([Cl:26])=[CH:14][C:13]=1[C:27](=[O:34])[CH:28]=[C:29](O)[C:30]([O-:32])=[O:31])[C:5]1[CH:10]=[CH:9][CH:8]=[CH:7][CH:6]=1.[CH3:35][CH2:36]O. No catalyst specified. The product is [CH2:4]([O:11][C:12]1[CH:17]=[C:16]([O:18][CH2:19][C:20]2[CH:21]=[CH:22][CH:23]=[CH:24][CH:25]=2)[C:15]([Cl:26])=[CH:14][C:13]=1[C:27]1[O:34][N:2]=[C:29]([C:30]([O:32][CH2:35][CH3:36])=[O:31])[CH:28]=1)[C:5]1[CH:10]=[CH:9][CH:8]=[CH:7][CH:6]=1. The yield is 0.800.